Dataset: Catalyst prediction with 721,799 reactions and 888 catalyst types from USPTO. Task: Predict which catalyst facilitates the given reaction. (1) The catalyst class is: 79. Reactant: [C:1]1([C@@H:7]([CH3:10])[CH2:8][NH2:9])[CH:6]=[CH:5][CH:4]=[CH:3][CH:2]=1.C(N(CC)CC)C.[CH3:18][CH:19]([S:21](Cl)(=[O:23])=[O:22])[CH3:20]. Product: [C:1]1([C@@H:7]([CH3:10])[CH2:8][NH:9][S:21]([CH:19]([CH3:20])[CH3:18])(=[O:23])=[O:22])[CH:6]=[CH:5][CH:4]=[CH:3][CH:2]=1. (2) Reactant: [NH2:1][C:2]1[C:7]([NH2:8])=[CH:6][CH:5]=[CH:4][C:3]=1[OH:9].Cl[C:11]1[N:19]=[C:18]([C:20]([F:23])([F:22])[F:21])[CH:17]=[CH:16][C:12]=1[C:13](O)=[O:14].S1(CCCC1)(=O)=O. Product: [OH:9][C:3]1[C:2]2[NH:1][C:13](=[O:14])[C:12]3[CH:16]=[CH:17][C:18]([C:20]([F:23])([F:21])[F:22])=[N:19][C:11]=3[NH:8][C:7]=2[CH:6]=[CH:5][CH:4]=1. The catalyst class is: 6.